Dataset: Reaction yield outcomes from USPTO patents with 853,638 reactions. Task: Predict the reaction yield, written as a fraction of the theoretical maximum amount of product (1.0 means a 100% yield; for example, 0.34 means a 34% yield). (1) The reactants are [S:1]1[C:5]2[CH:6]=[CH:7][CH:8]=[C:9]([CH2:10][N:11]([CH2:46][CH:47](OCC)OCC)[C:12]([CH:14]([NH:27][C:28](=[O:45])[CH2:29][CH:30]([NH:34][C:35]([NH:37][CH2:38][C:39]3[CH:44]=[CH:43][CH:42]=[CH:41][CH:40]=3)=[O:36])[CH2:31][CH:32]=[CH2:33])[CH2:15][C:16]3[CH:21]=[CH:20][C:19]([O:22]C(C)(C)C)=[CH:18][CH:17]=3)=[O:13])[C:4]=2[N:3]=[CH:2]1. The catalyst is C(O)=O. The product is [CH2:38]([NH:37][C:35]([N:34]1[CH:30]([CH2:31][CH:32]=[CH2:33])[CH2:29][C:28](=[O:45])[N:27]2[CH:14]([CH2:15][C:16]3[CH:17]=[CH:18][C:19]([OH:22])=[CH:20][CH:21]=3)[C:12](=[O:13])[N:11]([CH2:10][C:9]3[C:4]4[N:3]=[CH:2][S:1][C:5]=4[CH:6]=[CH:7][CH:8]=3)[CH2:46][CH:47]12)=[O:36])[C:39]1[CH:44]=[CH:43][CH:42]=[CH:41][CH:40]=1. The yield is 0.350. (2) The reactants are Cl.[F:2][C:3]1[CH:11]=[C:10]2[C:6]([C:7]([C:21]3[CH:22]=[N:23][N:24]([CH:26]4[CH2:31][CH2:30][NH:29][CH2:28][CH2:27]4)[CH:25]=3)=[CH:8][N:9]2[S:12]([C:15]2[CH:20]=[CH:19][CH:18]=[CH:17][CH:16]=2)(=[O:14])=[O:13])=[CH:5][CH:4]=1.[C:32](O)(=[O:36])[CH:33]([CH3:35])[CH3:34]. The catalyst is CN(C=O)C. The product is [F:2][C:3]1[CH:11]=[C:10]2[C:6]([C:7]([C:21]3[CH:22]=[N:23][N:24]([CH:26]4[CH2:31][CH2:30][N:29]([C:32](=[O:36])[CH:33]([CH3:35])[CH3:34])[CH2:28][CH2:27]4)[CH:25]=3)=[CH:8][N:9]2[S:12]([C:15]2[CH:16]=[CH:17][CH:18]=[CH:19][CH:20]=2)(=[O:13])=[O:14])=[CH:5][CH:4]=1. The yield is 0.900. (3) The reactants are Cl[C:2]1[C:11]2[C:6](=[CH:7][CH:8]=[CH:9][CH:10]=2)[N:5]=[C:4]([C:12]([O:14][CH2:15][CH3:16])=[O:13])[N:3]=1.[I-].[K+].CCN(C(C)C)C(C)C.[NH:28]1[CH:32]=[CH:31][C:30]([NH2:33])=[N:29]1. The catalyst is CN(C=O)C.O. The product is [NH:28]1[CH:32]=[CH:31][C:30]([NH:33][C:2]2[C:11]3[C:6](=[CH:7][CH:8]=[CH:9][CH:10]=3)[N:5]=[C:4]([C:12]([O:14][CH2:15][CH3:16])=[O:13])[N:3]=2)=[N:29]1. The yield is 0.640.